Task: Predict the product of the given reaction.. Dataset: Forward reaction prediction with 1.9M reactions from USPTO patents (1976-2016) (1) Given the reactants [F:1][C:2]1[C:3]([N:10]2[CH:14]=[C:13]([CH3:15])[N:12]=[CH:11]2)=[C:4]([CH:7]=[CH:8][CH:9]=1)[C:5]#[N:6].[CH3:16][N+:17]([CH3:19])=[CH2:18].[I-], predict the reaction product. The product is: [CH3:16][N:17]([CH2:19][C:14]1[N:10]([C:3]2[C:2]([F:1])=[CH:9][CH:8]=[CH:7][C:4]=2[C:5]#[N:6])[CH:11]=[N:12][C:13]=1[CH3:15])[CH3:18]. (2) Given the reactants [OH:1][C:2]1[CH:3]=[C:4]([CH2:12][C:13]([OH:15])=[O:14])[CH:5]=[C:6]([C:8]([F:11])([F:10])[F:9])[CH:7]=1.[Cl:16][C:17]1[CH:18]=[C:19]([S:24]([N:27]2[CH2:32][CH2:31][O:30][CH2:29][CH2:28]2)(=[O:26])=[O:25])[CH:20]=[CH:21][C:22]=1F, predict the reaction product. The product is: [Cl:16][C:17]1[CH:18]=[C:19]([S:24]([N:27]2[CH2:32][CH2:31][O:30][CH2:29][CH2:28]2)(=[O:26])=[O:25])[CH:20]=[CH:21][C:22]=1[O:1][C:2]1[CH:3]=[C:4]([CH2:12][C:13]([OH:15])=[O:14])[CH:5]=[C:6]([C:8]([F:9])([F:10])[F:11])[CH:7]=1. (3) Given the reactants O[C:2]1[C:9](C)=[C:8]([CH3:11])[C:7](OC2CCCCO2)=C[C:3]=1[CH:4]=O.[CH3:19][C:20](C)=[CH:21][C:22](OC)=O.[C:27]([O-:30])([O-])=O.[K+].[K+].CN([CH:36]=[O:37])C, predict the reaction product. The product is: [CH3:7][C:8]1([CH3:11])[CH:9]=[CH:2][C:3]2[C:36](=[C:20]([CH3:19])[C:21]([CH3:22])=[C:27]([OH:30])[CH:4]=2)[O:37]1. (4) Given the reactants I[C:2]1[CH:3]=[N:4][CH:5]=[CH:6][CH:7]=1.[C:8]([NH:11][C:12]1[CH:17]=[CH:16][C:15]([SH:18])=[CH:14][CH:13]=1)(=[O:10])[CH3:9].C([O-])([O-])=O.[K+].[K+].C(O)CO, predict the reaction product. The product is: [C:8]([NH:11][C:12]1[CH:17]=[CH:16][C:15]([S:18][C:2]2[CH:3]=[N:4][CH:5]=[CH:6][CH:7]=2)=[CH:14][CH:13]=1)(=[O:10])[CH3:9].